This data is from NCI-60 drug combinations with 297,098 pairs across 59 cell lines. The task is: Regression. Given two drug SMILES strings and cell line genomic features, predict the synergy score measuring deviation from expected non-interaction effect. (1) Drug 1: C1=NC2=C(N=C(N=C2N1C3C(C(C(O3)CO)O)O)F)N. Drug 2: CC1=C2C(C(=O)C3(C(CC4C(C3C(C(C2(C)C)(CC1OC(=O)C(C(C5=CC=CC=C5)NC(=O)C6=CC=CC=C6)O)O)OC(=O)C7=CC=CC=C7)(CO4)OC(=O)C)O)C)OC(=O)C. Cell line: T-47D. Synergy scores: CSS=8.80, Synergy_ZIP=4.80, Synergy_Bliss=2.70, Synergy_Loewe=-4.89, Synergy_HSA=1.04. (2) Drug 1: CCC1(CC2CC(C3=C(CCN(C2)C1)C4=CC=CC=C4N3)(C5=C(C=C6C(=C5)C78CCN9C7C(C=CC9)(C(C(C8N6C)(C(=O)OC)O)OC(=O)C)CC)OC)C(=O)OC)O.OS(=O)(=O)O. Drug 2: CCC1=C2CN3C(=CC4=C(C3=O)COC(=O)C4(CC)O)C2=NC5=C1C=C(C=C5)O. Cell line: SF-539. Synergy scores: CSS=6.58, Synergy_ZIP=3.93, Synergy_Bliss=3.77, Synergy_Loewe=-27.7, Synergy_HSA=-0.243. (3) Drug 2: C1=CC(=C(C=C1I)F)NC2=C(C=CC(=C2F)F)C(=O)NOCC(CO)O. Cell line: SK-OV-3. Drug 1: CC1OCC2C(O1)C(C(C(O2)OC3C4COC(=O)C4C(C5=CC6=C(C=C35)OCO6)C7=CC(=C(C(=C7)OC)O)OC)O)O. Synergy scores: CSS=26.9, Synergy_ZIP=0.871, Synergy_Bliss=2.39, Synergy_Loewe=2.94, Synergy_HSA=3.98. (4) Drug 1: CCCCC(=O)OCC(=O)C1(CC(C2=C(C1)C(=C3C(=C2O)C(=O)C4=C(C3=O)C=CC=C4OC)O)OC5CC(C(C(O5)C)O)NC(=O)C(F)(F)F)O. Drug 2: C1=CC=C(C=C1)NC(=O)CCCCCCC(=O)NO. Cell line: UACC62. Synergy scores: CSS=60.5, Synergy_ZIP=13.0, Synergy_Bliss=12.8, Synergy_Loewe=-2.10, Synergy_HSA=14.3.